This data is from Peptide-MHC class II binding affinity with 134,281 pairs from IEDB. The task is: Regression. Given a peptide amino acid sequence and an MHC pseudo amino acid sequence, predict their binding affinity value. This is MHC class II binding data. (1) The peptide sequence is QVAFSYFPPPAAKED. The MHC is DRB3_0101 with pseudo-sequence DRB3_0101. The binding affinity (normalized) is 0.0824. (2) The peptide sequence is IMGAVLIWV. The MHC is HLA-DQA10501-DQB10302 with pseudo-sequence HLA-DQA10501-DQB10302. The binding affinity (normalized) is 0.484. (3) The peptide sequence is EKKYFAATQPEPLAA. The MHC is DRB1_0101 with pseudo-sequence DRB1_0101. The binding affinity (normalized) is 0.853. (4) The peptide sequence is FYADDTAGWDTRITE. The MHC is HLA-DQA10201-DQB10402 with pseudo-sequence HLA-DQA10201-DQB10402. The binding affinity (normalized) is 0.455. (5) The peptide sequence is MKRPSREKQDKKIFTE. The MHC is DRB1_1201 with pseudo-sequence DRB1_1201. The binding affinity (normalized) is 0.0435. (6) The peptide sequence is SLGEAWTGGGSDKAL. The MHC is DRB3_0101 with pseudo-sequence DRB3_0101. The binding affinity (normalized) is 0.176.